This data is from Reaction yield outcomes from USPTO patents with 853,638 reactions. The task is: Predict the reaction yield, written as a fraction of the theoretical maximum amount of product (1.0 means a 100% yield; for example, 0.34 means a 34% yield). The reactants are [CH2:1]([N:3]1[C:7]2[N:8]=[C:9]([C:18]3[CH:23]=[CH:22][C:21]([NH2:24])=[CH:20][CH:19]=3)[N:10]=[C:11]([N:12]3[CH2:17][CH2:16][O:15][CH2:14][CH2:13]3)[C:6]=2[N:5]=[N:4]1)[CH3:2].[CH3:25][O:26][C:27](=[O:37])[C:28]1[CH:33]=[CH:32][C:31]([N:34]=[C:35]=[O:36])=[CH:30][CH:29]=1. The catalyst is C(Cl)Cl. The product is [CH2:1]([N:3]1[C:7]2[N:8]=[C:9]([C:18]3[CH:23]=[CH:22][C:21]([NH:24][C:35]([NH:34][C:31]4[CH:32]=[CH:33][C:28]([C:27]([O:26][CH3:25])=[O:37])=[CH:29][CH:30]=4)=[O:36])=[CH:20][CH:19]=3)[N:10]=[C:11]([N:12]3[CH2:13][CH2:14][O:15][CH2:16][CH2:17]3)[C:6]=2[N:5]=[N:4]1)[CH3:2]. The yield is 0.710.